From a dataset of Catalyst prediction with 721,799 reactions and 888 catalyst types from USPTO. Predict which catalyst facilitates the given reaction. (1) Reactant: [CH2:1]([N:3]1[C:7]2=[N:8][CH:9]=[C:10]([C:19]([O:21]CC)=[O:20])[C:11]([NH:12][CH:13]3[CH2:18][CH2:17][CH2:16][O:15][CH2:14]3)=[C:6]2[CH:5]=[N:4]1)[CH3:2].[OH-].[Na+].Cl. Product: [CH2:1]([N:3]1[C:7]2=[N:8][CH:9]=[C:10]([C:19]([OH:21])=[O:20])[C:11]([NH:12][CH:13]3[CH2:18][CH2:17][CH2:16][O:15][CH2:14]3)=[C:6]2[CH:5]=[N:4]1)[CH3:2]. The catalyst class is: 40. (2) The catalyst class is: 155. Product: [Cl:1][C:2]1[CH:3]=[C:4]([C:9]2([C:24]([F:25])([F:27])[F:26])[O:13][N:12]=[C:11]([C:14]3[CH:22]=[CH:21][C:17]([C:18]([NH:20][CH2:30][OH:31])=[O:19])=[C:16]([CH3:23])[CH:15]=3)[CH2:10]2)[CH:5]=[C:6]([Cl:8])[CH:7]=1. Reactant: [Cl:1][C:2]1[CH:3]=[C:4]([C:9]2([C:24]([F:27])([F:26])[F:25])[O:13][N:12]=[C:11]([C:14]3[CH:22]=[CH:21][C:17]([C:18]([NH2:20])=[O:19])=[C:16]([CH3:23])[CH:15]=3)[CH2:10]2)[CH:5]=[C:6]([Cl:8])[CH:7]=1.C=O.[C:30](=O)([O-])[O-:31].O. (3) Reactant: C(=O)([S:3][CH2:4][CH2:5][C@@:6]1([C:19]([N:21]2[CH2:30][CH2:29][C:28]3[N:27]=[CH:26][C:25]([C:31]([F:34])([F:33])[F:32])=[CH:24][C:23]=3[CH2:22]2)=[O:20])[CH2:10][C@H:9]([NH:11][C:12]([O:14][C:15]([CH3:18])([CH3:17])[CH3:16])=[O:13])[CH:8]=[CH:7]1)C.[OH-].[Na+]. Product: [SH:3][CH2:4][CH2:5][C@@:6]1([C:19]([N:21]2[CH2:30][CH2:29][C:28]3[N:27]=[CH:26][C:25]([C:31]([F:34])([F:33])[F:32])=[CH:24][C:23]=3[CH2:22]2)=[O:20])[CH2:10][C@H:9]([NH:11][C:12](=[O:13])[O:14][C:15]([CH3:16])([CH3:17])[CH3:18])[CH:8]=[CH:7]1. The catalyst class is: 5. (4) Reactant: ClC1C2C(=CC(OC)=C(OC)C=2)N=CC=1.O[C:17]1[C:18]([CH:24]=[O:25])=[N:19][C:20]([CH3:23])=[CH:21][CH:22]=1. Product: [CH3:23][C:20]1[N:19]=[C:18]([CH:24]=[O:25])[CH:17]=[CH:22][CH:21]=1. The catalyst class is: 420. (5) Reactant: [Cl:1][C:2]1[CH:9]=[C:8]([O:10][CH3:11])[C:7]([OH:12])=[CH:6][C:3]=1[CH:4]=[O:5].Br[CH2:14][CH2:15][CH2:16][O:17][CH3:18].C([O-])([O-])=O.[K+].[K+]. Product: [Cl:1][C:2]1[CH:9]=[C:8]([O:10][CH3:11])[C:7]([O:12][CH2:14][CH2:15][CH2:16][O:17][CH3:18])=[CH:6][C:3]=1[CH:4]=[O:5]. The catalyst class is: 23. (6) Product: [CH:1]1([C@H:4]([N:7]2[C:8]3[N:9]=[CH:10][N:11]=[C:12]([C:15]4[CH:20]=[CH:19][C:18]([O:21][CH3:22])=[CH:17][C:16]=4[CH3:23])[C:13]=3[N:14]=[C:25]([CH3:27])[C:24]2=[O:28])[CH2:5][CH3:6])[CH2:3][CH2:2]1. Reactant: [CH:1]1([C@H:4]([NH:7][C:8]2[C:13]([NH2:14])=[C:12]([C:15]3[CH:20]=[CH:19][C:18]([O:21][CH3:22])=[CH:17][C:16]=3[CH3:23])[N:11]=[CH:10][N:9]=2)[CH2:5][CH3:6])[CH2:3][CH2:2]1.[C:24](OCC)(=[O:28])[C:25]([CH3:27])=O. The catalyst class is: 8. (7) Reactant: [CH3:1][C:2]1[N:3]=[C:4]2[CH:9]=[CH:8][C:7]([N:10]3[CH:15]=[CH:14][C:13]([OH:16])=[CH:12][C:11]3=[O:17])=[CH:6][N:5]2[C:18]=1[CH3:19].[Cl:20][C:21]1[S:25][CH:24]=[C:23]([CH2:26]O)[CH:22]=1.C(P(CCCC)CCCC)CCC.N(C(N1CCCCC1)=O)=NC(N1CCCCC1)=O. Product: [Cl:20][C:21]1[S:25][CH:24]=[C:23]([CH2:26][O:16][C:13]2[CH:14]=[CH:15][N:10]([C:7]3[CH:8]=[CH:9][C:4]4[N:5]([C:18]([CH3:19])=[C:2]([CH3:1])[N:3]=4)[CH:6]=3)[C:11](=[O:17])[CH:12]=2)[CH:22]=1. The catalyst class is: 1. (8) Reactant: [CH2:1]([N:8]1[CH2:16][CH2:15][N:14]([CH2:17][C:18]2[CH:23]=[CH:22][CH:21]=[CH:20][CH:19]=2)[CH2:13][CH2:12][N:11]([CH2:24][C:25]2[CH:30]=[CH:29][CH:28]=[CH:27][CH:26]=2)[CH2:10][CH:9]1C#N)[C:2]1[CH:7]=[CH:6][CH:5]=[CH:4][CH:3]=1.[H-].[H-].[H-].[H-].[Li+].[Al+3].O. Product: [CH2:1]([N:8]1[CH2:9][CH2:10][N:11]([CH2:24][C:25]2[CH:26]=[CH:27][CH:28]=[CH:29][CH:30]=2)[CH2:12][CH2:13][N:14]([CH2:17][C:18]2[CH:23]=[CH:22][CH:21]=[CH:20][CH:19]=2)[CH2:15][CH2:16]1)[C:2]1[CH:3]=[CH:4][CH:5]=[CH:6][CH:7]=1. The catalyst class is: 396.